The task is: Predict the reaction yield, written as a fraction of the theoretical maximum amount of product (1.0 means a 100% yield; for example, 0.34 means a 34% yield).. This data is from Reaction yield outcomes from USPTO patents with 853,638 reactions. The reactants are C[O:2][C:3](=[O:35])[C:4]1[CH:9]=[C:8]([N+:10]([O-:12])=[O:11])[C:7]([O:13][CH3:14])=[CH:6][C:5]=1[NH:15][C:16]1[CH:21]=[CH:20][C:19]([CH2:22][CH2:23][CH2:24][CH2:25][CH2:26][C:27]2[CH:32]=[CH:31][C:30]([Cl:33])=[C:29]([Cl:34])[CH:28]=2)=[CH:18][CH:17]=1.[OH-].[Na+]. The catalyst is C1COCC1. The product is [Cl:34][C:29]1[CH:28]=[C:27]([CH2:26][CH2:25][CH2:24][CH2:23][CH2:22][C:19]2[CH:20]=[CH:21][C:16]([NH:15][C:5]3[CH:6]=[C:7]([O:13][CH3:14])[C:8]([N+:10]([O-:12])=[O:11])=[CH:9][C:4]=3[C:3]([OH:35])=[O:2])=[CH:17][CH:18]=2)[CH:32]=[CH:31][C:30]=1[Cl:33]. The yield is 0.410.